The task is: Predict the reaction yield, written as a fraction of the theoretical maximum amount of product (1.0 means a 100% yield; for example, 0.34 means a 34% yield).. This data is from Reaction yield outcomes from USPTO patents with 853,638 reactions. (1) The reactants are [N:1]1[C:10]2[C:5](=[CH:6][C:7]([C:11]([OH:13])=O)=[CH:8][CH:9]=2)[CH:4]=[CH:3][CH:2]=1.C(C1NC=CN=1)(C1NC=CN=1)=O.[CH3:26][NH:27][O:28][CH3:29]. The catalyst is CN(C=O)C.CCOC(C)=O.O. The product is [CH3:29][O:28][N:27]([CH3:26])[C:11]([C:7]1[CH:6]=[C:5]2[C:10](=[CH:9][CH:8]=1)[N:1]=[CH:2][CH:3]=[CH:4]2)=[O:13]. The yield is 0.970. (2) The reactants are [H-].[Na+].[CH3:3][S:4][C:5]1[CH:10]=[CH:9][CH:8]=[CH:7][C:6]=1[C:11]1[NH:15][CH:14]=[C:13]([CH:16]=[O:17])[CH:12]=1.C1OCCOCCOCCOCCOC1.[N:33]1[CH:38]=[CH:37][CH:36]=[C:35]([S:39](Cl)(=[O:41])=[O:40])[CH:34]=1. The catalyst is O1CCCC1.O. The product is [CH3:3][S:4][C:5]1[CH:10]=[CH:9][CH:8]=[CH:7][C:6]=1[C:11]1[N:15]([S:39]([C:35]2[CH:34]=[N:33][CH:38]=[CH:37][CH:36]=2)(=[O:41])=[O:40])[CH:14]=[C:13]([CH:16]=[O:17])[CH:12]=1. The yield is 0.690. (3) The reactants are Cl.[O:2]1[CH2:6][CH2:5][O:4][CH:3]1[CH2:7][CH2:8][CH2:9][CH2:10][O:11][C:12]1[CH:13]=[C:14]([C:18]([OH:35])([C:29]2[CH:34]=[CH:33][CH:32]=[CH:31][CH:30]=2)[C:19]([O:21][CH2:22][CH:23]2[CH2:28][CH2:27][NH:26][CH2:25][CH2:24]2)=[O:20])[CH:15]=[CH:16][CH:17]=1.C(N(CC)CC)C.[CH:43](=O)[C:44]1[CH:49]=[CH:48][CH:47]=[CH:46][CH:45]=1.C(O[BH-](OC(=O)C)OC(=O)C)(=O)C.[Na+].C(O)(=O)C. The catalyst is C(#N)C.C(OCC)(=O)C. The product is [O:2]1[CH2:6][CH2:5][O:4][CH:3]1[CH2:7][CH2:8][CH2:9][CH2:10][O:11][C:12]1[CH:13]=[C:14]([C:18]([OH:35])([C:29]2[CH:30]=[CH:31][CH:32]=[CH:33][CH:34]=2)[C:19]([O:21][CH2:22][CH:23]2[CH2:28][CH2:27][N:26]([CH2:43][C:44]3[CH:49]=[CH:48][CH:47]=[CH:46][CH:45]=3)[CH2:25][CH2:24]2)=[O:20])[CH:15]=[CH:16][CH:17]=1. The yield is 0.580. (4) The reactants are [CH3:1][C@H:2]1[NH:7][C@@H:6]([CH3:8])[CH2:5][N:4]([C:9]2[CH:19]=[CH:18][C:12]([C:13]([O:15]CC)=O)=[CH:11][CH:10]=2)[CH2:3]1.[CH3:20][O:21][C:22]1[CH:23]=[C:24]([CH2:30][CH2:31][C:32]2[CH:33]=[C:34]([NH2:37])[NH:35][N:36]=2)[CH:25]=[C:26]([O:28][CH3:29])[CH:27]=1.C[Al](C)C. The catalyst is ClCCl. The product is [CH3:29][O:28][C:26]1[CH:25]=[C:24]([CH2:30][CH2:31][C:32]2[CH:33]=[C:34]([NH:37][C:13](=[O:15])[C:12]3[CH:11]=[CH:10][C:9]([N:4]4[CH2:5][C@H:6]([CH3:8])[NH:7][C@H:2]([CH3:1])[CH2:3]4)=[CH:19][CH:18]=3)[NH:35][N:36]=2)[CH:23]=[C:22]([O:21][CH3:20])[CH:27]=1. The yield is 0.502. (5) The reactants are [N:1]1([CH2:7][C:8]2[NH:9][C:10]([C:24]3[CH:29]=[CH:28][N:27]=[CH:26][CH:25]=3)=[C:11]([C:13]3[CH:14]=[C:15]4[C:19](=[CH:20][CH:21]=3)[C:18](=[N:22][OH:23])[CH2:17][CH2:16]4)[N:12]=2)[CH2:6][CH2:5]CC[CH2:2]1.[N:30]1([C:36]2[CH:41]=[N:40][CH:39]=[CH:38][N:37]=2)CCNC[CH2:31]1. No catalyst specified. The product is [N:27]1[CH:26]=[CH:25][C:24]([C:10]2[NH:9][C:8]([CH2:7][N:1]3[CH2:6][CH2:5][N:30]([C:36]4[CH:41]=[N:40][CH:39]=[CH:38][N:37]=4)[CH2:31][CH2:2]3)=[N:12][C:11]=2[C:13]2[CH:14]=[C:15]3[C:19](=[CH:20][CH:21]=2)[C:18](=[N:22][OH:23])[CH2:17][CH2:16]3)=[CH:29][CH:28]=1. The yield is 0.170. (6) The reactants are Br[C:2]1[CH:11]=[CH:10][C:5]([C:6]([O:8][CH3:9])=[O:7])=[C:4]([O:12][CH3:13])[CH:3]=1.[Cl:14][C:15]1[CH:20]=[CH:19][C:18](B(O)O)=[CH:17][CH:16]=1.[O-]P([O-])([O-])=O.[K+].[K+].[K+]. The catalyst is O1CCOCC1.CO.C1C=CC(P(C2C=CC=CC=2)[C-]2C=CC=C2)=CC=1.C1C=CC(P(C2C=CC=CC=2)[C-]2C=CC=C2)=CC=1.Cl[Pd]Cl.[Fe+2]. The product is [CH3:9][O:8][C:6]([C:5]1[CH:10]=[CH:11][C:2]([C:18]2[CH:19]=[CH:20][C:15]([Cl:14])=[CH:16][CH:17]=2)=[CH:3][C:4]=1[O:12][CH3:13])=[O:7]. The yield is 0.780.